This data is from Full USPTO retrosynthesis dataset with 1.9M reactions from patents (1976-2016). The task is: Predict the reactants needed to synthesize the given product. (1) Given the product [NH2:28][C:18]1[CH:17]=[CH:16][C:15]([N:12]2[CH2:13][CH2:14][N:9]([C:1]([C:2]3[CH:7]=[CH:6][CH:5]=[CH:4][CH:3]=3)=[O:8])[CH2:10][CH2:11]2)=[CH:20][C:19]=1[NH:21][C:22]1[CH:27]=[CH:26][CH:25]=[CH:24][CH:23]=1, predict the reactants needed to synthesize it. The reactants are: [C:1]([N:9]1[CH2:14][CH2:13][N:12]([C:15]2[CH:16]=[CH:17][C:18]([N+:28]([O-])=O)=[C:19]([NH:21][C:22]3[CH:27]=[CH:26][CH:25]=[CH:24][CH:23]=3)[CH:20]=2)[CH2:11][CH2:10]1)(=[O:8])[C:2]1[CH:7]=[CH:6][CH:5]=[CH:4][CH:3]=1. (2) Given the product [C:10]([O:9][C:7](=[O:8])[CH2:6]/[C:5](/[C:3]([O:2][CH3:1])=[O:4])=[CH:21]\[C:19]1[O:20][C:16]([CH3:15])=[CH:17][CH:18]=1)([CH3:13])([CH3:12])[CH3:11], predict the reactants needed to synthesize it. The reactants are: [CH3:1][O:2][C:3]([CH:5]([PH4])[CH2:6][C:7]([O:9][C:10]([CH3:13])([CH3:12])[CH3:11])=[O:8])=[O:4].[CH3:15][C:16]1[O:20][C:19]([CH:21]=O)=[CH:18][CH:17]=1.